From a dataset of Forward reaction prediction with 1.9M reactions from USPTO patents (1976-2016). Predict the product of the given reaction. The product is: [Cl:12][C:13]1[CH:14]=[C:15]([CH:18]=[CH:19][CH:20]=1)[CH2:16][NH:17][C:2]1[CH:7]=[C:6]([F:8])[CH:5]=[CH:4][C:3]=1[N+:9]([O-:11])=[O:10]. Given the reactants F[C:2]1[CH:7]=[C:6]([F:8])[CH:5]=[CH:4][C:3]=1[N+:9]([O-:11])=[O:10].[Cl:12][C:13]1[CH:14]=[C:15]([CH:18]=[CH:19][CH:20]=1)[CH2:16][NH2:17].C(N(CC)C(C)C)(C)C, predict the reaction product.